Dataset: Forward reaction prediction with 1.9M reactions from USPTO patents (1976-2016). Task: Predict the product of the given reaction. (1) Given the reactants [Br:1][C:2]1[CH:3]=[CH:4][C:5]([CH2:8]Br)=[N:6][CH:7]=1.[NH:10]1[CH2:15][CH2:14][S:13](=[O:17])(=[O:16])[CH2:12][CH2:11]1.C(=O)([O-])[O-].[K+].[K+], predict the reaction product. The product is: [Br:1][C:2]1[CH:3]=[CH:4][C:5]([CH2:8][N:10]2[CH2:15][CH2:14][S:13](=[O:17])(=[O:16])[CH2:12][CH2:11]2)=[N:6][CH:7]=1. (2) The product is: [C:1]([NH:4][CH2:5][C@@H:6]1[O:10][C:9](=[O:11])[N:8]([C:12]2[CH:73]=[CH:72][C:15]([O:16][CH2:17][C:18]3([O:42][C:43](=[O:71])[CH:44]([NH2:60])[CH2:45][CH2:46][CH2:47][CH2:48][NH2:49])[CH2:19][CH2:20][N:21]([C:24]4[N:33]=[C:32]5[C:27]([C:28](=[O:40])[C:29]([C:37]([OH:39])=[O:38])=[CH:30][N:31]5[CH:34]5[CH2:36][CH2:35]5)=[CH:26][C:25]=4[F:41])[CH2:22][CH2:23]3)=[C:14]([F:74])[CH:13]=2)[CH2:7]1)(=[O:3])[CH3:2]. Given the reactants [C:1]([NH:4][CH2:5][C@@H:6]1[O:10][C:9](=[O:11])[N:8]([C:12]2[CH:73]=[CH:72][C:15]([O:16][CH2:17][C:18]3([O:42][C:43](=[O:71])[CH:44]([NH:60]C(OCC4C=CC=CC=4)=O)[CH2:45][CH2:46][CH2:47][CH2:48][NH:49]C(OCC4C=CC=CC=4)=O)[CH2:23][CH2:22][N:21]([C:24]4[N:33]=[C:32]5[C:27]([C:28](=[O:40])[C:29]([C:37]([OH:39])=[O:38])=[CH:30][N:31]5[CH:34]5[CH2:36][CH2:35]5)=[CH:26][C:25]=4[F:41])[CH2:20][CH2:19]3)=[C:14]([F:74])[CH:13]=2)[CH2:7]1)(=[O:3])[CH3:2], predict the reaction product. (3) The product is: [CH:1]1[C:10]2[C:5](=[C:6]([NH:13][CH3:12])[CH:7]=[CH:8][CH:9]=2)[CH:4]=[CH:3][N:2]=1. Given the reactants [CH:1]1[C:10]2[C:5](=[CH:6][CH:7]=[CH:8][CH:9]=2)[CH:4]=[CH:3][N:2]=1.O[CH2:12][NH:13]C(=O)C(F)(F)F, predict the reaction product. (4) Given the reactants [Br:1][C:2]1[CH:3]=[CH:4][CH:5]=[C:6]2[C:11]=1[NH:10][C:9](=[O:12])[CH:8]=[CH:7]2.[N+:13]([O-])([OH:15])=[O:14], predict the reaction product. The product is: [Br:1][C:2]1[CH:3]=[C:4]([N+:13]([O-:15])=[O:14])[CH:5]=[C:6]2[C:11]=1[NH:10][C:9](=[O:12])[CH:8]=[CH:7]2. (5) Given the reactants [CH3:1][NH:2][NH2:3].[Cl:4][C:5]1[CH:10]=[CH:9][CH:8]=[C:7]([F:11])[C:6]=1[C:12](SC)=[N:13][C:14]([C:16]1[C:20]([CH3:21])=[CH:19][S:18][CH:17]=1)=O, predict the reaction product. The product is: [Cl:4][C:5]1[CH:10]=[CH:9][CH:8]=[C:7]([F:11])[C:6]=1[C:12]1[N:13]=[C:14]([C:16]2[C:20]([CH3:21])=[CH:19][S:18][CH:17]=2)[N:2]([CH3:1])[N:3]=1. (6) Given the reactants [Br:1][C:2]1[C:10]2[S:9][C:8](=[N:11][C:12](=[O:20])[C:13]3[CH:18]=[CH:17][C:16]([CH3:19])=[CH:15][CH:14]=3)[N:7]([CH:21]([CH2:26][CH3:27])[C:22]([O:24]C)=[O:23])[C:6]=2[CH:5]=[CH:4][CH:3]=1.O1CCCC1.[OH-].[Na+], predict the reaction product. The product is: [Br:1][C:2]1[C:10]2[S:9][C:8](=[N:11][C:12](=[O:20])[C:13]3[CH:18]=[CH:17][C:16]([CH3:19])=[CH:15][CH:14]=3)[N:7]([CH:21]([CH2:26][CH3:27])[C:22]([OH:24])=[O:23])[C:6]=2[CH:5]=[CH:4][CH:3]=1. (7) Given the reactants [CH3:1][C:2]1[O:6][C:5]([C:7]2[CH:12]=[CH:11][C:10]([B:13]3[O:17][C:16]([CH3:19])([CH3:18])[C:15]([CH3:21])([CH3:20])[O:14]3)=[CH:9][CH:8]=2)=[N:4][C:3]=1[CH2:22][CH2:23]O.BrC1C=CC(C2OC(C)=C(CC[N:39]3[CH2:43][CH2:42][CH2:41][CH2:40]3)N=2)=CC=1, predict the reaction product. The product is: [CH3:1][C:2]1[O:6][C:5]([C:7]2[CH:8]=[CH:9][C:10]([B:13]3[O:17][C:16]([CH3:18])([CH3:19])[C:15]([CH3:20])([CH3:21])[O:14]3)=[CH:11][CH:12]=2)=[N:4][C:3]=1[CH2:22][CH2:23][N:39]1[CH2:43][CH2:42][CH2:41][CH2:40]1. (8) Given the reactants C([O:3][C:4](=[O:36])[C:5]1[CH:10]=[CH:9][C:8]([NH:11][C:12]([C:14]2[CH:15]=[C:16]3[C:21](=[CH:22][CH:23]=2)[NH:20][CH2:19][CH2:18][N:17]3[S:24]([C:27]2[CH:32]=[C:31]([Cl:33])[CH:30]=[CH:29][C:28]=2[O:34][CH3:35])(=[O:26])=[O:25])=[O:13])=[CH:7][CH:6]=1)C.[OH-].[Na+], predict the reaction product. The product is: [Cl:33][C:31]1[CH:30]=[CH:29][C:28]([O:34][CH3:35])=[C:27]([S:24]([N:17]2[C:16]3[C:21](=[CH:22][CH:23]=[C:14]([C:12]([NH:11][C:8]4[CH:9]=[CH:10][C:5]([C:4]([OH:36])=[O:3])=[CH:6][CH:7]=4)=[O:13])[CH:15]=3)[NH:20][CH2:19][CH2:18]2)(=[O:26])=[O:25])[CH:32]=1. (9) The product is: [C:20]([C:22]1[CH:23]=[C:24]([S:29]([NH:32][C:33]2[CH:38]=[CH:37][C:36]([F:39])=[CH:35][N:34]=2)(=[O:30])=[O:31])[CH:25]=[CH:26][C:27]=1[O:13][C:12]1[CH:11]=[CH:10][C:9]([C:14]2[CH:15]=[CH:16][CH:17]=[CH:18][CH:19]=2)=[CH:8][C:7]=1[C:6]1[N:2]([CH3:1])[N:3]=[CH:4][CH:5]=1)#[N:21]. Given the reactants [CH3:1][N:2]1[C:6]([C:7]2[CH:8]=[C:9]([C:14]3[CH:19]=[CH:18][CH:17]=[CH:16][CH:15]=3)[CH:10]=[CH:11][C:12]=2[OH:13])=[CH:5][CH:4]=[N:3]1.[C:20]([C:22]1[CH:23]=[C:24]([S:29]([NH:32][C:33]2[CH:38]=[CH:37][C:36]([F:39])=[CH:35][N:34]=2)(=[O:31])=[O:30])[CH:25]=[CH:26][C:27]=1F)#[N:21].C(=O)([O-])[O-].[K+].[K+].Cl, predict the reaction product.